This data is from Full USPTO retrosynthesis dataset with 1.9M reactions from patents (1976-2016). The task is: Predict the reactants needed to synthesize the given product. (1) Given the product [Br:43][CH2:17][CH2:16][CH:15]([C:3]1[S:4][C:5]2[CH:10]=[C:9]([C:11]([F:14])([F:13])[F:12])[CH:8]=[CH:7][C:6]=2[C:2]=1[CH3:1])[O:19][CH2:20][CH2:21][CH3:22], predict the reactants needed to synthesize it. The reactants are: [CH3:1][C:2]1[C:6]2[CH:7]=[CH:8][C:9]([C:11]([F:14])([F:13])[F:12])=[CH:10][C:5]=2[S:4][C:3]=1[CH:15]([O:19][CH2:20][CH2:21][CH3:22])[CH2:16][CH2:17]O.C1(P(C2C=CC=CC=2)C2C=CC=CC=2)C=CC=CC=1.C(Br)(Br)(Br)[Br:43]. (2) The reactants are: CC(C)([O-])C.[Na+].C1(P(C2CCCCC2)C2C=CC=CC=2C2C=CC=CC=2N(C)C)CCCCC1.[CH3:35][C:36]1([CH3:50])[C:40]([CH3:42])([CH3:41])[O:39][B:38]([C:43]2[CH:49]=[CH:48][C:46]([NH2:47])=[CH:45][CH:44]=2)[O:37]1.Br[C:52]1[CH:57]=[CH:56][CH:55]=[C:54]([O:58][CH2:59][C:60]2[CH:65]=[CH:64][CH:63]=[CH:62][CH:61]=2)[N:53]=1. Given the product [CH2:59]([O:58][C:54]1[N:53]=[C:52]([NH:47][C:46]2[CH:48]=[CH:49][C:43]([B:38]3[O:37][C:36]([CH3:50])([CH3:35])[C:40]([CH3:41])([CH3:42])[O:39]3)=[CH:44][CH:45]=2)[CH:57]=[CH:56][CH:55]=1)[C:60]1[CH:61]=[CH:62][CH:63]=[CH:64][CH:65]=1, predict the reactants needed to synthesize it.